Dataset: Forward reaction prediction with 1.9M reactions from USPTO patents (1976-2016). Task: Predict the product of the given reaction. (1) Given the reactants [C:1]1([S:7]([CH2:10][C:11]2[C:16]([C:17]([O:19][C:20]([CH3:23])([CH3:22])[CH3:21])=[O:18])=[C:15]([OH:24])[C:14](Br)=[CH:13][CH:12]=2)(=[O:9])=[O:8])[CH:6]=[CH:5][CH:4]=[CH:3][CH:2]=1.[CH:26]([C:28]1[O:29][CH:30]=[CH:31][C:32]=1B1OC(C)(C)C(C)(C)O1)=[O:27], predict the reaction product. The product is: [C:1]1([S:7]([CH2:10][C:11]2[C:16]([C:17]([O:19][C:20]([CH3:23])([CH3:22])[CH3:21])=[O:18])=[C:15]([OH:24])[C:14]([C:32]3[CH:31]=[CH:30][O:29][C:28]=3[CH:26]=[O:27])=[CH:13][CH:12]=2)(=[O:9])=[O:8])[CH:6]=[CH:5][CH:4]=[CH:3][CH:2]=1. (2) Given the reactants [F:1][C:2]1[C:7]([F:8])=[CH:6][CH:5]=[CH:4][C:3]=1[C:9]1[N:17]=[C:12]2[CH:13]=[N:14][NH:15][CH:16]=[C:11]2[N:10]=1.Br[CH2:19][C:20]1[CH:25]=[CH:24][N:23]([C:26]2[CH:31]=[CH:30][C:29]([O:32][CH3:33])=[CH:28][C:27]=2[C:34]([F:37])([F:36])[F:35])[C:22](=[O:38])[CH:21]=1, predict the reaction product. The product is: [F:1][C:2]1[C:7]([F:8])=[CH:6][CH:5]=[CH:4][C:3]=1[C:9]1[N:17]=[C:12]2[CH:13]=[N:14][N:15]([CH2:19][C:20]3[CH:25]=[CH:24][N:23]([C:26]4[CH:31]=[CH:30][C:29]([O:32][CH3:33])=[CH:28][C:27]=4[C:34]([F:37])([F:35])[F:36])[C:22](=[O:38])[CH:21]=3)[CH:16]=[C:11]2[N:10]=1. (3) Given the reactants [F:1][C:2]1[C:7]([F:8])=[CH:6][CH:5]=[CH:4][C:3]=1[C:9]1[N:17]=[C:12]2[CH:13]=[N:14][NH:15][CH:16]=[C:11]2[N:10]=1.Cl[CH2:19][C:20]1[CH:25]=[CH:24][C:23]([C:26]2[N:27]=[C:28]([CH3:31])[S:29][CH:30]=2)=[CH:22][CH:21]=1, predict the reaction product. The product is: [F:1][C:2]1[C:7]([F:8])=[CH:6][CH:5]=[CH:4][C:3]=1[C:9]1[N:17]=[C:12]2[CH:13]=[N:14][N:15]([CH2:19][C:20]3[CH:25]=[CH:24][C:23]([C:26]4[N:27]=[C:28]([CH3:31])[S:29][CH:30]=4)=[CH:22][CH:21]=3)[CH:16]=[C:11]2[N:10]=1. (4) Given the reactants C([Li])CCC.[CH3:6][C:7]1[CH:12]=[CH:11][C:10](Br)=[CH:9][C:8]=1[C:14]([F:17])([F:16])[F:15].C[O:19][B:20](C)[O:21]C.Cl, predict the reaction product. The product is: [CH3:6][C:7]1[CH:12]=[CH:11][C:10]([B:20]([OH:21])[OH:19])=[CH:9][C:8]=1[C:14]([F:17])([F:16])[F:15]. (5) Given the reactants [CH2:1]([O:8][C:9]1[CH:14]=[CH:13][C:12]([N+:15]([O-:17])=[O:16])=[C:11](F)[CH:10]=1)[C:2]1[CH:7]=[CH:6][CH:5]=[CH:4][CH:3]=1.C(=O)([O-])[O-].[Na+].[Na+].[CH2:25]([SH:32])[C:26]1[CH:31]=[CH:30][CH:29]=[CH:28][CH:27]=1, predict the reaction product. The product is: [CH2:1]([O:8][C:9]1[CH:14]=[CH:13][C:12]([N+:15]([O-:17])=[O:16])=[C:11]([S:32][CH2:25][C:26]2[CH:31]=[CH:30][CH:29]=[CH:28][CH:27]=2)[CH:10]=1)[C:2]1[CH:7]=[CH:6][CH:5]=[CH:4][CH:3]=1.